From a dataset of Forward reaction prediction with 1.9M reactions from USPTO patents (1976-2016). Predict the product of the given reaction. (1) Given the reactants [C:1]([O:5][C:6]([NH:8][CH2:9][C:10]1[CH:11]=[C:12]([C:16]2[CH:21]=[C:20]([CH:22]=[CH2:23])[CH:19]=[C:18]([CH2:24][O:25][C:26]3[CH:31]=[CH:30][CH:29]=[CH:28][C:27]=3[CH2:32][C:33]([O:35][C:36]([CH3:39])([CH3:38])[CH3:37])=[O:34])[CH:17]=2)[CH:13]=[CH:14][CH:15]=1)=[O:7])([CH3:4])([CH3:3])[CH3:2].B1C2CCCC1CCC2.[OH-:49].[Na+].OO, predict the reaction product. The product is: [C:1]([O:5][C:6]([NH:8][CH2:9][C:10]1[CH:11]=[C:12]([C:16]2[CH:21]=[C:20]([CH2:22][CH2:23][OH:49])[CH:19]=[C:18]([CH2:24][O:25][C:26]3[CH:31]=[CH:30][CH:29]=[CH:28][C:27]=3[CH2:32][C:33]([O:35][C:36]([CH3:39])([CH3:38])[CH3:37])=[O:34])[CH:17]=2)[CH:13]=[CH:14][CH:15]=1)=[O:7])([CH3:4])([CH3:2])[CH3:3]. (2) Given the reactants [CH3:1][S:2]([N:5]1[CH2:10][CH2:9][CH:8]([S:11]([C:14]([CH3:36])([CH3:35])[C:15]([NH:17][C:18]2[O:22][N:21]=[C:20]([C:23]([CH3:34])([C@@H:25]([O:27]C3CCCCO3)[CH3:26])[CH3:24])[CH:19]=2)=[O:16])(=[O:13])=[O:12])[CH2:7][CH2:6]1)(=[O:4])=[O:3].CC1C=CC(S(O)(=O)=O)=CC=1, predict the reaction product. The product is: [OH:27][C@@H:25]([CH3:26])[C:23]([C:20]1[CH:19]=[C:18]([NH:17][C:15](=[O:16])[C:14]([S:11]([CH:8]2[CH2:7][CH2:6][N:5]([S:2]([CH3:1])(=[O:3])=[O:4])[CH2:10][CH2:9]2)(=[O:12])=[O:13])([CH3:36])[CH3:35])[O:22][N:21]=1)([CH3:34])[CH3:24].